From a dataset of Full USPTO retrosynthesis dataset with 1.9M reactions from patents (1976-2016). Predict the reactants needed to synthesize the given product. (1) Given the product [CH2:20]([N:5]1[C:6]2[C:2](=[CH:1][CH:9]=[CH:8][CH:7]=2)[C:3]2[C:16]3[C:11]([CH2:10][C:4]1=2)=[CH:12][CH:13]=[CH:14][CH:15]=3)[CH3:21], predict the reactants needed to synthesize it. The reactants are: [CH:1]1[CH:9]=[CH:8][CH:7]=[C:6]2[C:2]=1[C:3]1[C:16]3[C:11](=[CH:12][CH:13]=[CH:14][CH:15]=3)[CH2:10][C:4]=1[NH:5]2.O1[CH2:21][CH2:20]OC1.CC([O-])(C)C.[K+].C(Br)C.[NH4+].[Cl-]. (2) Given the product [C:1]([C:5]1[O:9][N:8]=[C:7]([C:10]2[CH:15]=[C:14]([O:25][CH2:24][CH:21]3[CH2:22][CH2:23][O:20]3)[C:13]([CH:17]3[CH2:19][CH2:18]3)=[CH:12][N:11]=2)[N:6]=1)([CH3:4])([CH3:3])[CH3:2], predict the reactants needed to synthesize it. The reactants are: [C:1]([C:5]1[O:9][N:8]=[C:7]([C:10]2[CH:15]=[C:14](Cl)[C:13]([CH:17]3[CH2:19][CH2:18]3)=[CH:12][N:11]=2)[N:6]=1)([CH3:4])([CH3:3])[CH3:2].[O:20]1[CH2:23][CH2:22][CH:21]1[CH2:24][OH:25]. (3) Given the product [CH:1]1([C:5]2[C:14]3[C:13]([N:49]4[CH2:54][CH2:53][NH:52][CH2:51][CH2:50]4)=[N:12][C:11]([C:16]4[C:24]5[C:23]6[CH:25]=[C:26]([F:29])[CH:27]=[N:28][C:22]=6[NH:21][C:20]=5[N:19]=[CH:18][CH:17]=4)=[N:10][C:9]=3[CH:8]=[N:7][CH:6]=2)[CH2:4][CH2:3][CH2:2]1, predict the reactants needed to synthesize it. The reactants are: [CH:1]1([C:5]2[C:14]3[C:13](=O)[NH:12][C:11]([C:16]4[C:24]5[C:23]6[CH:25]=[C:26]([F:29])[CH:27]=[N:28][C:22]=6[NH:21][C:20]=5[N:19]=[CH:18][CH:17]=4)=[N:10][C:9]=3[CH:8]=[N:7][CH:6]=2)[CH2:4][CH2:3][CH2:2]1.C(C1C=C(C(C)C)C=C(C(C)C)C=1S(Cl)(=O)=O)(C)C.[N:49]1(C(OC(C)(C)C)=O)[CH2:54][CH2:53][NH:52][CH2:51][CH2:50]1.FC(F)(F)C(O)=O. (4) Given the product [C:8]([C:5]1[N:6]=[CH:7][C:2]([C:18]2[CH:26]=[CH:25][C:21]([C:22]([OH:24])=[O:23])=[CH:20][CH:19]=2)=[CH:3][CH:4]=1)#[N:9], predict the reactants needed to synthesize it. The reactants are: Br[C:2]1[CH:3]=[CH:4][C:5]([C:8]#[N:9])=[N:6][CH:7]=1.CC1(C)C(C)(C)OB([C:18]2[CH:26]=[CH:25][C:21]([C:22]([OH:24])=[O:23])=[CH:20][CH:19]=2)O1. (5) The reactants are: Cl[C:2]1(Cl)[C:10]2[C:5](=[CH:6][CH:7]=[C:8]([N+:11]([O-])=O)[CH:9]=2)[N:4]([CH2:14][C:15]([O:17][CH3:18])=[O:16])[C:3]1=[O:19]. Given the product [NH2:11][C:8]1[CH:9]=[C:10]2[C:5](=[CH:6][CH:7]=1)[N:4]([CH2:14][C:15]([O:17][CH3:18])=[O:16])[C:3](=[O:19])[CH2:2]2, predict the reactants needed to synthesize it. (6) Given the product [F:10][C:11]1[CH:16]=[CH:15][C:14]([C@:17]([C:25]2[CH:30]=[C:29]([C:31]([F:32])([F:34])[F:33])[CH:28]=[C:27]([F:35])[CH:26]=2)([NH:36][C:37](=[O:48])[C:38]2[CH:43]=[CH:42][CH:41]=[C:40]([C:44]([F:45])([F:46])[F:47])[CH:39]=2)[CH2:18][C:19]2[CH:20]=[CH:21][CH:22]=[CH:23][CH:24]=2)=[CH:13][C:12]=1[O:49][C:51]([CH3:57])([CH3:56])[C:52]([O:54][CH3:55])=[O:53], predict the reactants needed to synthesize it. The reactants are: C(N)(=O)C1C=CC=CC=1.[F:10][C:11]1[CH:16]=[CH:15][C:14]([C@@:17]([NH:36][C:37](=[O:48])[C:38]2[CH:43]=[CH:42][CH:41]=[C:40]([C:44]([F:47])([F:46])[F:45])[CH:39]=2)([C:25]2[CH:30]=[C:29]([C:31]([F:34])([F:33])[F:32])[CH:28]=[C:27]([F:35])[CH:26]=2)[CH2:18][C:19]2[CH:24]=[CH:23][CH:22]=[CH:21][CH:20]=2)=[CH:13][C:12]=1[OH:49].Br[C:51]([CH3:57])([CH3:56])[C:52]([O:54][CH3:55])=[O:53].C([O-])([O-])=O.[K+].[K+]. (7) Given the product [Cl:23][C:17]1[CH:16]=[C:15]([N:14]=[C:6]=[S:7])[CH:22]=[CH:21][C:18]=1[C:19]#[N:20], predict the reactants needed to synthesize it. The reactants are: C(=O)([O-])[O-].[Ca+2].[C:6](Cl)(Cl)=[S:7].ClCCl.O.[NH2:14][C:15]1[CH:22]=[CH:21][C:18]([C:19]#[N:20])=[C:17]([Cl:23])[CH:16]=1.Cl.